From a dataset of Reaction yield outcomes from USPTO patents with 853,638 reactions. Predict the reaction yield, written as a fraction of the theoretical maximum amount of product (1.0 means a 100% yield; for example, 0.34 means a 34% yield). (1) The reactants are [Cl:1][C:2]1[N:7]=[N:6][C:5]([NH2:8])=[CH:4][CH:3]=1.C(N(CC)CC)C.[Cl:16][CH2:17][C:18](O)=O.P(Cl)(Cl)(Cl)=O. The catalyst is O.C(O)C. The product is [Cl:16][C:17]1[N:8]=[C:5]2[CH:4]=[CH:3][C:2]([Cl:1])=[N:7][N:6]2[CH:18]=1. The yield is 0.200. (2) The reactants are [C:1]([CH:5]1[CH2:10][CH2:9][C:8](=[O:11])[CH2:7][CH2:6]1)([CH3:4])([CH3:3])[CH3:2].[CH2:12]([Si:15](C)([CH3:17])[CH3:16])C=C.C(N(CC)CC)C.C(=O)([O-])O.[Na+]. The catalyst is C1(C)C=CC=CC=1. The product is [C:1]([CH:5]1[CH2:6][CH2:7][C:8]([O:11][Si:15]([CH3:17])([CH3:16])[CH3:12])=[CH:9][CH2:10]1)([CH3:4])([CH3:2])[CH3:3]. The yield is 0.880.